Dataset: Forward reaction prediction with 1.9M reactions from USPTO patents (1976-2016). Task: Predict the product of the given reaction. (1) Given the reactants Br[C:2]1[C:3]2[N:4]([N:8]=[C:9]([NH:11][C:12]3[CH:28]=[CH:27][C:15]([C:16]([N:18]([CH3:26])[CH:19]4[CH2:24][CH2:23][N:22]([CH3:25])[CH2:21][CH2:20]4)=[O:17])=[CH:14][CH:13]=3)[N:10]=2)[CH:5]=[CH:6][CH:7]=1.C([O-])([O-])=O.[Cs+].[Cs+].[CH2:35]([N:42]1[C:46]2[CH:47]=[C:48]([OH:51])[CH:49]=[CH:50][C:45]=2[O:44][C:43]1=[O:52])[C:36]1[CH:41]=[CH:40][CH:39]=[CH:38][CH:37]=1.N1C=CC=CC=1C(O)=O, predict the reaction product. The product is: [CH2:35]([N:42]1[C:46]2[CH:47]=[C:48]([O:51][C:2]3[C:3]4[N:4]([N:8]=[C:9]([NH:11][C:12]5[CH:28]=[CH:27][C:15]([C:16]([N:18]([CH3:26])[CH:19]6[CH2:24][CH2:23][N:22]([CH3:25])[CH2:21][CH2:20]6)=[O:17])=[CH:14][CH:13]=5)[N:10]=4)[CH:5]=[CH:6][CH:7]=3)[CH:49]=[CH:50][C:45]=2[O:44][C:43]1=[O:52])[C:36]1[CH:41]=[CH:40][CH:39]=[CH:38][CH:37]=1. (2) The product is: [CH3:1][O:2][C:3]1[CH:8]=[C:7]([C:9]([CH3:16])([CH3:15])[C:10]([OH:12])=[O:11])[CH:6]=[CH:5][C:4]=1[C:17]1[CH:22]=[C:21]([CH2:23][O:24][CH3:25])[CH:20]=[CH:19][CH:18]=1. Given the reactants [CH3:1][O:2][C:3]1[CH:8]=[C:7]([C:9]([CH3:16])([CH3:15])[C:10]([O:12]CC)=[O:11])[CH:6]=[CH:5][C:4]=1[C:17]1[CH:22]=[C:21]([CH2:23][O:24][CH3:25])[CH:20]=[CH:19][CH:18]=1.[OH-].[Na+], predict the reaction product. (3) Given the reactants [Br:1][C:2]1[CH:11]=[C:10]([C:12]([NH:14][CH2:15][C:16]2[CH:21]=[CH:20][CH:19]=[C:18]([N+:22]([O-])=O)[CH:17]=2)=[O:13])[CH:9]=[CH:8][C:3]=1[C:4]([O:6][CH3:7])=[O:5], predict the reaction product. The product is: [NH2:22][C:18]1[CH:17]=[C:16]([CH2:15][NH:14][C:12]([C:10]2[CH:9]=[CH:8][C:3]([C:4]([O:6][CH3:7])=[O:5])=[C:2]([Br:1])[CH:11]=2)=[O:13])[CH:21]=[CH:20][CH:19]=1. (4) The product is: [CH3:19][O:18][C:15]1[CH:16]=[CH:17][C:12]([C:10]2[O:11][C:4]3[C:3]([C:8](=[O:20])[CH:9]=2)=[CH:2][CH:7]=[CH:6][CH:5]=3)=[CH:13][CH:14]=1. Given the reactants O[C:2]1[CH:7]=[CH:6][CH:5]=[CH:4][C:3]=1[C:8](=[O:20])[CH2:9][C:10]([C:12]1[CH:17]=[CH:16][C:15]([O:18][CH3:19])=[CH:14][CH:13]=1)=[O:11].B(Br)(Br)Br.CO, predict the reaction product. (5) Given the reactants Cl.Cl.Cl.[O:4]1[C:12]2[CH:11]=[CH:10][N:9]=[C:8]([N:13]3[CH2:18][CH2:17][N:16]([CH2:19][CH2:20][C@H:21]4[CH2:26][CH2:25][C@H:24]([NH2:27])[CH2:23][CH2:22]4)[CH2:15][CH2:14]3)[C:7]=2[CH2:6][CH2:5]1.[CH3:28][C:29]([CH3:34])=[CH:30][C:31](O)=[O:32], predict the reaction product. The product is: [O:4]1[C:12]2[CH:11]=[CH:10][N:9]=[C:8]([N:13]3[CH2:18][CH2:17][N:16]([CH2:19][CH2:20][C@H:21]4[CH2:26][CH2:25][C@H:24]([NH:27][C:31](=[O:32])[CH:30]=[C:29]([CH3:34])[CH3:28])[CH2:23][CH2:22]4)[CH2:15][CH2:14]3)[C:7]=2[CH2:6][CH2:5]1. (6) Given the reactants C([O:4][C:5]1[CH:10]=[CH:9][C:8]([C:11](=[O:23])[NH:12][C:13]2[CH:18]=[C:17]([C:19]([F:22])([F:21])[F:20])[CH:16]=[CH:15][N:14]=2)=[CH:7][CH:6]=1)(=O)C.[OH-].[Na+].Cl, predict the reaction product. The product is: [OH:4][C:5]1[CH:6]=[CH:7][C:8]([C:11]([NH:12][C:13]2[CH:18]=[C:17]([C:19]([F:22])([F:20])[F:21])[CH:16]=[CH:15][N:14]=2)=[O:23])=[CH:9][CH:10]=1. (7) Given the reactants [CH3:1][O:2][C:3]([CH2:5][NH:6][CH2:7][CH2:8][C:9]([O:11][CH2:12][CH3:13])=[O:10])=[O:4].O=[CH:15][CH:16]([C:19]1[CH:20]=[N:21][CH:22]=[CH:23][CH:24]=1)[C:17]#[N:18], predict the reaction product. The product is: [C:17](/[C:16](/[C:19]1[CH:20]=[N:21][CH:22]=[CH:23][CH:24]=1)=[CH:15]\[N:6]([CH2:5][C:3]([O:2][CH3:1])=[O:4])[CH2:7][CH2:8][C:9]([O:11][CH2:12][CH3:13])=[O:10])#[N:18]. (8) Given the reactants [CH3:1][C:2]1[C:7]([CH3:8])=[C:6]([NH:9][CH2:10][CH2:11][CH2:12][CH2:13][NH:14][C:15](=[O:21])[O:16][C:17]([CH3:20])([CH3:19])[CH3:18])[C:5]([N+:22]([O-])=O)=[C:4]([O:25][C:26]2[CH:31]=[CH:30][CH:29]=[CH:28][CH:27]=2)[N:3]=1.C1(C)C=CC=CC=1, predict the reaction product. The product is: [NH2:22][C:5]1[C:4]([O:25][C:26]2[CH:27]=[CH:28][CH:29]=[CH:30][CH:31]=2)=[N:3][C:2]([CH3:1])=[C:7]([CH3:8])[C:6]=1[NH:9][CH2:10][CH2:11][CH2:12][CH2:13][NH:14][C:15](=[O:21])[O:16][C:17]([CH3:20])([CH3:19])[CH3:18]. (9) Given the reactants Cl[C:2]1[N:6]([CH2:7][CH2:8][CH2:9][C:10]([O:12][CH2:13][CH3:14])=[O:11])[C:5]2[C:15]([CH:20]([CH2:23][CH3:24])[CH2:21][CH3:22])=[CH:16][CH:17]=[C:18]([Cl:19])[C:4]=2[N:3]=1.[Cl:25][C:26]1[CH:32]=[CH:31][C:29]([NH2:30])=[CH:28][CH:27]=1, predict the reaction product. The product is: [Cl:19][C:18]1[C:4]2[N:3]=[C:2]([NH:30][C:29]3[CH:31]=[CH:32][C:26]([Cl:25])=[CH:27][CH:28]=3)[N:6]([CH2:7][CH2:8][CH2:9][C:10]([O:12][CH2:13][CH3:14])=[O:11])[C:5]=2[C:15]([CH:20]([CH2:23][CH3:24])[CH2:21][CH3:22])=[CH:16][CH:17]=1. (10) The product is: [ClH:44].[CH2:1]([O:3][C:4]([C:6]1[NH:7][CH:8]=[C:9]2[CH:18]([C:19]3[O:20][C:21]([S:24][C:25]4[NH:29][C:28]5[CH:30]=[CH:31][C:32]([O:34][CH:35]([F:37])[F:36])=[CH:33][C:27]=5[N:26]=4)=[CH:22][CH:23]=3)[C:17]3[C:16](=[O:38])[CH2:15][NH:14][CH2:13][C:12]=3[NH:11][C:10]=12)=[O:5])[CH3:2]. Given the reactants [CH2:1]([O:3][C:4]([C:6]1[NH:7][CH:8]=[C:9]2[CH:18]([C:19]3[O:20][C:21]([S:24][C:25]4[NH:29][C:28]5[CH:30]=[CH:31][C:32]([O:34][CH:35]([F:37])[F:36])=[CH:33][C:27]=5[N:26]=4)=[CH:22][CH:23]=3)[C:17]3[C:16](=[O:38])[CH2:15][N:14](OC(C)(C)C)[CH2:13][C:12]=3[NH:11][C:10]=12)=[O:5])[CH3:2].[ClH:44], predict the reaction product.